From a dataset of Full USPTO retrosynthesis dataset with 1.9M reactions from patents (1976-2016). Predict the reactants needed to synthesize the given product. (1) Given the product [CH3:13][N:14]1[C:22]([CH2:23][CH2:24][CH2:25][C:26]([OH:28])=[O:27])=[N:21][C:20]2[CH:19]=[C:18]([N:29]([CH2:30][CH2:31][Cl:32])[CH2:33][CH2:34][Cl:35])[CH:17]=[CH:16][C:15]1=2.[CH2:10]([OH:11])[C@H:8]([C@H:6]([C@@H:4]([C@@H:2]([CH2:1][OH:12])[OH:3])[OH:5])[OH:7])[OH:9], predict the reactants needed to synthesize it. The reactants are: [CH2:1]([OH:12])[C@H:2]([C@H:4]([C@@H:6]([C@@H:8]([CH2:10][OH:11])[OH:9])[OH:7])[OH:5])[OH:3].[CH3:13][N:14]1[C:22]([CH2:23][CH2:24][CH2:25][C:26]([OH:28])=[O:27])=[N:21][C:20]2[CH:19]=[C:18]([N:29]([CH2:33][CH2:34][Cl:35])[CH2:30][CH2:31][Cl:32])[CH:17]=[CH:16][C:15]1=2.CN1C(CCCC(O)=O)=NC2C=C(N(CCCl)CCCl)C=CC1=2.Cl.C(O)C.CN1C(CCCC(O)=O)=NC2C=C(N(CCCl)CCCl)C=CC1=2. (2) Given the product [Cl:2][C:3]1[CH:15]=[CH:14][C:6]([O:7][CH:8]2[CH2:9][CH2:10][N:11]([C:29]([CH:24]3[CH2:28][CH:27]=[CH:26][CH2:25]3)=[O:30])[CH2:12][CH2:13]2)=[C:5]([CH3:16])[CH:4]=1, predict the reactants needed to synthesize it. The reactants are: Cl.[Cl:2][C:3]1[CH:15]=[CH:14][C:6]([O:7][CH:8]2[CH2:13][CH2:12][NH:11][CH2:10][CH2:9]2)=[C:5]([CH3:16])[CH:4]=1.C(N(CC)CC)C.[CH:24]1([C:29](Cl)=[O:30])[CH2:28][CH:27]=[CH:26][CH2:25]1.O. (3) Given the product [CH3:35][O:34][C:24]1[CH:23]=[C:22]([NH:21][C:19]2[N:20]=[C:12]3[C:11]([C:7]4[CH:6]=[C:5]([CH:10]=[CH:9][CH:8]=4)[CH2:4][NH:3][C:43](=[O:45])[CH3:44])=[CH:16][C:15]([CH3:17])=[CH:14][N:13]3[N:18]=2)[CH:27]=[CH:26][C:25]=1[N:28]1[CH:32]=[C:31]([CH3:33])[N:30]=[CH:29]1, predict the reactants needed to synthesize it. The reactants are: Cl.Cl.[NH2:3][CH2:4][C:5]1[CH:6]=[C:7]([C:11]2[C:12]3[N:13]([N:18]=[C:19]([NH:21][C:22]4[CH:27]=[CH:26][C:25]([N:28]5[CH:32]=[C:31]([CH3:33])[N:30]=[CH:29]5)=[C:24]([O:34][CH3:35])[CH:23]=4)[N:20]=3)[CH:14]=[C:15]([CH3:17])[CH:16]=2)[CH:8]=[CH:9][CH:10]=1.C(NC(C)C)(C)C.[C:43](Cl)(=[O:45])[CH3:44]. (4) Given the product [Cl:23][C:22]1[C:15]2[C:14]([CH2:13][N:3]3[C:4]([C:8]([O:10][CH2:11][CH3:12])=[O:9])=[C:5]([CH3:7])[N:6]=[C:2]3[C:26]3[CH:25]=[N:24][CH:29]=[CH:28][CH:27]=3)=[CH:18][S:17][C:16]=2[CH:19]=[CH:20][CH:21]=1, predict the reactants needed to synthesize it. The reactants are: Br[C:2]1[N:3]([CH2:13][C:14]2[C:15]3[C:22]([Cl:23])=[CH:21][CH:20]=[CH:19][C:16]=3[S:17][CH:18]=2)[C:4]([C:8]([O:10][CH2:11][CH3:12])=[O:9])=[C:5]([CH3:7])[N:6]=1.[N:24]1[CH:29]=[CH:28][CH:27]=[C:26](B(O)O)[CH:25]=1.C(=O)([O-])[O-].[Cs+].[Cs+].C(Cl)Cl. (5) The reactants are: [NH2:1][C:2]1[S:3][CH:4]=[C:5]([C:7]2[CH:12]=[CH:11][CH:10]=[C:9]([CH3:13])[CH:8]=2)[N:6]=1.[Cl:14][C:15]1[CH:23]=[CH:22][C:21]([N+:24]([O-:26])=[O:25])=[CH:20][C:16]=1[C:17](O)=[O:18].C1N=CN(C(N2C=NC=C2)=O)C=1. Given the product [CH3:13][C:9]1[CH:8]=[C:7]([C:5]2[N:6]=[C:2]([NH:1][C:17]([C:16]3[CH:20]=[C:21]([N+:24]([O-:26])=[O:25])[CH:22]=[CH:23][C:15]=3[Cl:14])=[O:18])[S:3][CH:4]=2)[CH:12]=[CH:11][CH:10]=1, predict the reactants needed to synthesize it. (6) Given the product [C:15]([O:14][C:12]([N:7]1[CH2:8][C@H:9]([Si:28]([C:25]([CH3:27])([CH3:26])[CH3:24])([C:35]2[CH:40]=[CH:39][CH:38]=[CH:37][CH:36]=2)[C:29]2[CH:34]=[CH:33][CH:32]=[CH:31][CH:30]=2)[CH2:10][C@:6]1([OH:46])[CH2:4][OH:5])=[O:13])([CH3:16])([CH3:17])[CH3:18], predict the reactants needed to synthesize it. The reactants are: CCO[C:4]([C@@H:6]1[CH2:10][C@@H:9](O)[CH2:8][N:7]1[C:12]([O:14][C:15]([CH3:18])([CH3:17])[CH3:16])=[O:13])=[O:5].N1C=CN=C1.[CH3:24][C:25]([Si:28](Cl)([C:35]1[CH:40]=[CH:39][CH:38]=[CH:37][CH:36]=1)[C:29]1[CH:34]=[CH:33][CH:32]=[CH:31][CH:30]=1)([CH3:27])[CH3:26].CN(C=[O:46])C. (7) Given the product [CH3:17][C:11]1[CH:10]=[C:9]2[C:14]([CH:15]=[CH:16][C:7]([C:1]3[CH:2]=[CH:3][CH:4]=[CH:5][CH:6]=3)=[N:8]2)=[CH:13][CH:12]=1, predict the reactants needed to synthesize it. The reactants are: [C:1]1([C:7]2[CH:16]=[CH:15][C:14]3[C:9](=[CH:10][C:11]([CH:17]=O)=[CH:12][CH:13]=3)[N:8]=2)[CH:6]=[CH:5][CH:4]=[CH:3][CH:2]=1.C1(C2C=CC3C(=CC(CO)=CC=3)N=2)C=CC=CC=1.